From a dataset of Forward reaction prediction with 1.9M reactions from USPTO patents (1976-2016). Predict the product of the given reaction. Given the reactants Br[C:2]1[CH:7]=[CH:6][C:5]([C:8]([N:10]2[CH2:15][CH2:14][N:13]([C:16]3[C:21]([CH3:22])=[CH:20][C:19]([CH3:23])=[CH:18][N:17]=3)[CH2:12][CH2:11]2)=[O:9])=[C:4]([CH3:24])[CH:3]=1.[I-:25].[Na+].C1(C)C=CC=CC=1.CNCCNC, predict the reaction product. The product is: [CH3:22][C:21]1[C:16]([N:13]2[CH2:14][CH2:15][N:10]([C:8]([C:5]3[CH:6]=[CH:7][C:2]([I:25])=[CH:3][C:4]=3[CH3:24])=[O:9])[CH2:11][CH2:12]2)=[N:17][CH:18]=[C:19]([CH3:23])[CH:20]=1.